From a dataset of Full USPTO retrosynthesis dataset with 1.9M reactions from patents (1976-2016). Predict the reactants needed to synthesize the given product. (1) The reactants are: C[O:2][C:3]([C:5]1([N:13]([C:15](=[O:26])[CH2:16][C:17]2[C:22]([CH3:23])=[CH:21][C:20]([Cl:24])=[CH:19][C:18]=2[CH3:25])[OH:14])[CH2:10][CH2:9][N:8]([O:11][CH3:12])[CH2:7][CH2:6]1)=O.CC(C)([O-])C.[K+].O.Cl. Given the product [Cl:24][C:20]1[CH:19]=[C:18]([CH3:25])[C:17]([C:16]2[C:15](=[O:26])[N:13]([OH:14])[C:5]3([CH2:6][CH2:7][N:8]([O:11][CH3:12])[CH2:9][CH2:10]3)[C:3]=2[OH:2])=[C:22]([CH3:23])[CH:21]=1, predict the reactants needed to synthesize it. (2) Given the product [OH:1][CH2:2][CH2:3][C:4]1[CH:5]=[C:6]([CH:11]=[CH:12][CH:13]=1)[O:7][CH2:8][CH2:9][N:37]1[CH2:38][CH2:39][C:33]2([O:32][CH2:31][CH2:30][N:29]([C:27]([C:25]3[N:26]=[C:22]([CH3:21])[S:23][CH:24]=3)=[O:28])[CH2:34]2)[CH2:35][CH2:36]1, predict the reactants needed to synthesize it. The reactants are: [OH:1][CH2:2][CH2:3][C:4]1[CH:5]=[C:6]([CH:11]=[CH:12][CH:13]=1)[O:7][CH2:8][CH:9]=O.FC(F)(F)C(O)=O.[CH3:21][C:22]1[S:23][CH:24]=[C:25]([C:27]([N:29]2[CH2:34][C:33]3([CH2:39][CH2:38][NH:37][CH2:36][CH2:35]3)[O:32][CH2:31][CH2:30]2)=[O:28])[N:26]=1.C(O)(=O)C.C(O[BH-](OC(=O)C)OC(=O)C)(=O)C.[Na+]. (3) The reactants are: C(OC(=O)[NH:7][CH:8]([CH:11]([C:13]1[O:14][C:15]2[CH:21]=[CH:20][CH:19]=[CH:18][C:16]=2[N:17]=1)[OH:12])[CH2:9][CH3:10])(C)(C)C.[C:23]([OH:29])([C:25]([F:28])([F:27])[F:26])=[O:24]. Given the product [OH:29][C:23]([C:25]([F:28])([F:27])[F:26])=[O:24].[NH2:7][CH:8]([CH2:9][CH3:10])[C:11]([C:13]1[O:14][C:15]2[CH:21]=[CH:20][CH:19]=[CH:18][C:16]=2[N:17]=1)=[O:12], predict the reactants needed to synthesize it. (4) Given the product [C:1]([O:5][C:6](=[O:39])[N:7]([C:12]1[C:16]2[CH:17]=[C:18]([CH2:21][O:22][C:23]3[CH:24]=[CH:25][C:26]([C:29]4[CH:34]=[C:33]([F:35])[C:32]([F:36])=[CH:31][C:30]=4[O:37][CH3:38])=[CH:27][CH:28]=3)[CH:19]=[CH:20][C:15]=2[O:14][N:13]=1)[CH2:62][CH:61]1[CH2:60][CH2:73][O:72][CH2:65][CH2:64]1)([CH3:3])([CH3:2])[CH3:4], predict the reactants needed to synthesize it. The reactants are: [C:1]([O:5][C:6](=[O:39])[N:7]([C:12]1[C:16]2[CH:17]=[C:18]([CH2:21][O:22][C:23]3[CH:28]=[CH:27][C:26]([C:29]4[CH:34]=[C:33]([F:35])[C:32]([F:36])=[CH:31][C:30]=4[O:37][CH3:38])=[CH:25][CH:24]=3)[CH:19]=[CH:20][C:15]=2[O:14][N:13]=1)CCOC)([CH3:4])([CH3:3])[CH3:2].C(OC(=O)NC1C2C=C(COC3C=[CH:62][C:61]([C:64]4C=C(F)C(F)=C[C:65]=4[O:72][CH3:73])=[CH:60]C=3)C=CC=2ON=1)(C)(C)C.O1CCC(CBr)CC1. (5) Given the product [C:5]1([CH3:16])[CH:6]=[CH:1][C:2]([C:7]2[NH:8][N:14]=[N:13][N:12]=2)=[CH:3][CH:4]=1, predict the reactants needed to synthesize it. The reactants are: [C:1]1(C)[C:2]([C:7]#[N:8])=[CH:3][CH:4]=[CH:5][CH:6]=1.[NH4+].[Cl-].[N-:12]=[N+:13]=[N-:14].[Na+].[CH3:16]N(C=O)C. (6) Given the product [Cl:1][C:2]1[CH:7]=[C:6]([C:8](=[O:23])[NH:9][CH2:10][C:11]2[CH:16]=[C:15]([Cl:17])[CH:14]=[CH:13][C:12]=2[S:18]([CH2:21][CH3:22])(=[O:19])=[O:20])[CH:5]=[C:4]([C:24]([F:27])([F:26])[F:25])[C:3]=1[CH2:28][N:29]1[CH2:34][CH2:33][CH2:32][C@H:31]([C:35]([NH:40][CH3:39])=[O:36])[CH2:30]1, predict the reactants needed to synthesize it. The reactants are: [Cl:1][C:2]1[CH:7]=[C:6]([C:8](=[O:23])[NH:9][CH2:10][C:11]2[CH:16]=[C:15]([Cl:17])[CH:14]=[CH:13][C:12]=2[S:18]([CH2:21][CH3:22])(=[O:20])=[O:19])[CH:5]=[C:4]([C:24]([F:27])([F:26])[F:25])[C:3]=1[CH2:28][N:29]1[CH2:34][CH2:33][CH2:32][C@H:31]([C:35](O)=[O:36])[CH2:30]1.Cl.[CH3:39][NH2:40]. (7) Given the product [NH2:1][C:2]1[C:10]2[C:9]([CH3:11])=[C:8]([CH3:12])[N:7]=[N:6][C:5]=2[S:4][C:3]=1[C:13]([NH:49][CH2:50][C:51]1[CH:56]=[CH:55][C:54]([N:57]2[CH:62]=[CH:61][CH:60]=[CH:59][C:58]2=[O:63])=[C:53]([F:64])[CH:52]=1)=[O:15], predict the reactants needed to synthesize it. The reactants are: [NH2:1][C:2]1[C:10]2[C:9]([CH3:11])=[C:8]([CH3:12])[N:7]=[N:6][C:5]=2[S:4][C:3]=1[C:13]([OH:15])=O.C(N(CC)C(C)C)(C)C.CN(C(ON1N=NC2C=CC=NC1=2)=[N+](C)C)C.F[P-](F)(F)(F)(F)F.[NH2:49][CH2:50][C:51]1[CH:56]=[CH:55][C:54]([N:57]2[CH:62]=[CH:61][CH:60]=[CH:59][C:58]2=[O:63])=[C:53]([F:64])[CH:52]=1.